This data is from Reaction yield outcomes from USPTO patents with 853,638 reactions. The task is: Predict the reaction yield, written as a fraction of the theoretical maximum amount of product (1.0 means a 100% yield; for example, 0.34 means a 34% yield). (1) The reactants are [F:1][C:2]1[CH:10]=[C:9]2[C:5]([C:6]([C:12]3[N:13]=[C:14]4[C:20]([C:21]([OH:23])=O)=[CH:19][NH:18][C:15]4=[N:16][CH:17]=3)=[N:7][N:8]2[CH3:11])=[CH:4][CH:3]=1.[ClH:24].[NH2:25][C:26]1([CH3:38])[CH2:29][CH:28]([NH:30][C:31](=[O:37])[O:32][C:33]([CH3:36])([CH3:35])[CH3:34])[CH2:27]1.CCN=C=NCCCN(C)C.C1C=CC2N(O)N=NC=2C=1.CCN(C(C)C)C(C)C. The catalyst is CN(C1C=CN=CC=1)C.CN(C=O)C. The product is [ClH:24].[F:1][C:2]1[CH:10]=[C:9]2[C:5]([C:6]([C:12]3[N:13]=[C:14]4[C:20]([C:21]([NH:25][C:26]5([CH3:38])[CH2:29][CH:28]([NH:30][C:31](=[O:37])[O:32][C:33]([CH3:35])([CH3:34])[CH3:36])[CH2:27]5)=[O:23])=[CH:19][NH:18][C:15]4=[N:16][CH:17]=3)=[N:7][N:8]2[CH3:11])=[CH:4][CH:3]=1. The yield is 0.690. (2) The reactants are [F:1][CH2:2][C:3]([CH2:9][F:10])([CH3:8])[C:4](OC)=[O:5].[H-].[Na+].[CH3:13][C:14]#[N:15]. The catalyst is C1COCC1. The product is [F:1][CH2:2][C:3]([CH2:9][F:10])([CH3:8])[C:4](=[O:5])[CH2:13][C:14]#[N:15]. The yield is 0.800. (3) The reactants are [CH3:1][O:2][C:3]1[CH:8]=[CH:7][C:6]([C:9]2[S:18][C:12]3[C:13](=[O:17])[NH:14][CH2:15][CH2:16][C:11]=3[CH:10]=2)=[CH:5][CH:4]=1.Br[C:20]1[CH:33]=[CH:32][C:23]([O:24][CH2:25][CH2:26][N:27]2[CH2:31][CH2:30][CH2:29][CH2:28]2)=[C:22]([O:34][CH3:35])[CH:21]=1.CNCCNC.C([O-])([O-])=O.[K+].[K+].[ClH:48].CCO. The catalyst is C1(C)C=CC=CC=1.CCOC(C)=O.CO.[Cu]I. The product is [ClH:48].[CH3:1][O:2][C:3]1[CH:8]=[CH:7][C:6]([C:9]2[S:18][C:12]3[C:13](=[O:17])[N:14]([C:20]4[CH:33]=[CH:32][C:23]([O:24][CH2:25][CH2:26][N:27]5[CH2:28][CH2:29][CH2:30][CH2:31]5)=[C:22]([O:34][CH3:35])[CH:21]=4)[CH2:15][CH2:16][C:11]=3[CH:10]=2)=[CH:5][CH:4]=1. The yield is 1.00. (4) The reactants are C([O:8][C:9](=[O:37])[C@@H:10]([NH:20][C:21](=[O:36])[C@@H:22]([NH:24][C:25]([CH:27]1[CH2:35][C:34]2[C:29](=[CH:30][CH:31]=[CH:32][CH:33]=2)[CH2:28]1)=[O:26])[CH3:23])[CH2:11][C:12]1[CH:17]=[CH:16][C:15]([O:18][CH3:19])=[CH:14][CH:13]=1)C1C=CC=CC=1. The catalyst is CO.C1COCC1.[OH-].[OH-].[Pd+2]. The product is [CH2:28]1[C:29]2[C:34](=[CH:33][CH:32]=[CH:31][CH:30]=2)[CH2:35][CH:27]1[C:25]([NH:24][C@@H:22]([CH3:23])[C:21]([NH:20][C@@H:10]([CH2:11][C:12]1[CH:17]=[CH:16][C:15]([O:18][CH3:19])=[CH:14][CH:13]=1)[C:9]([OH:37])=[O:8])=[O:36])=[O:26]. The yield is 0.980. (5) The reactants are [CH3:1][O:2][CH2:3][C@H:4]([CH3:33])[O:5][C:6]1[CH:7]=[C:8]([CH:20]=[C:21]([C:23]2[NH:24][C:25]([C:28]3[S:29][CH:30]=[CH:31][N:32]=3)=[CH:26][CH:27]=2)[CH:22]=1)[O:9][C:10]1[N:11]=[CH:12][C:13]([C:16]([O:18]C)=[O:17])=[N:14][CH:15]=1.O.O.[OH-].[Li+]. The catalyst is CO. The product is [CH3:1][O:2][CH2:3][C@H:4]([CH3:33])[O:5][C:6]1[CH:7]=[C:8]([CH:20]=[C:21]([C:23]2[NH:24][C:25]([C:28]3[S:29][CH:30]=[CH:31][N:32]=3)=[CH:26][CH:27]=2)[CH:22]=1)[O:9][C:10]1[N:11]=[CH:12][C:13]([C:16]([OH:18])=[O:17])=[N:14][CH:15]=1. The yield is 0.660. (6) The reactants are O.[C:2]([OH:6])(=[O:5])[CH:3]=[O:4].C(O[C:11](=[O:13])[CH3:12])(=O)C.[C:14]([OH:17])(=O)[CH3:15].S(Cl)([Cl:20])=O. The catalyst is C1(C)C=CC=CC=1. The product is [C:14]([O:5][CH:2]([O:6][C:11](=[O:13])[CH3:12])[C:3]([Cl:20])=[O:4])(=[O:17])[CH3:15]. The yield is 0.630. (7) The reactants are [CH:1]1([C:4]2[C:5]([O:14][CH2:15][CH:16]3[CH2:21][CH2:20][C:19]([F:23])([F:22])[CH2:18][CH2:17]3)=[CH:6][C:7]3[O:11][N:10]=[C:9]([NH2:12])[C:8]=3[CH:13]=2)[CH2:3][CH2:2]1.[CH3:24][S:25](Cl)(=[O:27])=[O:26].C(N(CC)CC)C. The catalyst is C(Cl)Cl. The product is [CH:1]1([C:4]2[C:5]([O:14][CH2:15][CH:16]3[CH2:21][CH2:20][C:19]([F:23])([F:22])[CH2:18][CH2:17]3)=[CH:6][C:7]3[O:11][N:10]=[C:9]([NH:12][S:25]([CH3:24])(=[O:27])=[O:26])[C:8]=3[CH:13]=2)[CH2:2][CH2:3]1. The yield is 0.560.